This data is from Full USPTO retrosynthesis dataset with 1.9M reactions from patents (1976-2016). The task is: Predict the reactants needed to synthesize the given product. (1) Given the product [NH2:2][C:3]1[C:4]2[C:14]([O:15][CH2:16][C@H:17]3[CH2:22][CH2:21][CH2:20][CH2:19][N:18]3[C:27]([C:26]3[CH:30]=[CH:31][N:32]=[C:24]([OH:23])[CH:25]=3)=[O:28])=[CH:13][CH:12]=[CH:11][C:5]=2[NH:6][S:7](=[O:9])(=[O:10])[N:8]=1, predict the reactants needed to synthesize it. The reactants are: Cl.[NH2:2][C:3]1[C:4]2[C:14]([O:15][CH2:16][C@H:17]3[CH2:22][CH2:21][CH2:20][CH2:19][NH2+:18]3)=[CH:13][CH:12]=[CH:11][C:5]=2[NH:6][S:7](=[O:10])(=[O:9])[N:8]=1.[OH:23][C:24]1[CH:25]=[C:26]([CH:30]=[CH:31][N:32]=1)[C:27](O)=[O:28]. (2) Given the product [CH2:3]([C:10]1[CH:11]=[CH:12][C:13]([O:14][CH2:15][CH2:16][CH2:17][N:18]2[C:22]([CH3:23])=[CH:21][CH:20]=[C:19]2[C:24]2[CH:25]=[CH:26][C:27]([O:28][C@H:29]([CH2:33][C:34]3[CH:39]=[CH:38][CH:37]=[CH:36][CH:35]=3)[C:30]([O-:32])=[O:31])=[CH:40][CH:41]=2)=[CH:42][CH:43]=1)[CH2:4][CH2:5][CH2:6][CH2:7][CH2:8][CH3:9].[Na+:2], predict the reactants needed to synthesize it. The reactants are: [OH-].[Na+:2].[CH2:3]([C:10]1[CH:43]=[CH:42][C:13]([O:14][CH2:15][CH2:16][CH2:17][N:18]2[C:22]([CH3:23])=[CH:21][CH:20]=[C:19]2[C:24]2[CH:41]=[CH:40][C:27]([O:28][C@H:29]([CH2:33][C:34]3[CH:39]=[CH:38][CH:37]=[CH:36][CH:35]=3)[C:30]([OH:32])=[O:31])=[CH:26][CH:25]=2)=[CH:12][CH:11]=1)[CH2:4][CH2:5][CH2:6][CH2:7][CH2:8][CH3:9]. (3) The reactants are: [O:1]=[C:2]1[CH:7]=[CH:6][C:5]([C:8]2[O:12][N:11]=[C:10]([C:13]3[CH:18]=[CH:17][C:16]([C:19]([CH3:25])([CH3:24])[C:20]([F:23])([F:22])[F:21])=[CH:15][CH:14]=3)[N:9]=2)=[CH:4][N:3]1[CH2:26][C:27]1[CH:28]=[C:29]([CH:33]=[CH:34][CH:35]=1)[C:30](Cl)=[O:31].[NH:36]1[CH2:39][CH2:38][CH2:37]1. Given the product [N:36]1([C:30]([C:29]2[CH:28]=[C:27]([CH:35]=[CH:34][CH:33]=2)[CH2:26][N:3]2[CH:4]=[C:5]([C:8]3[O:12][N:11]=[C:10]([C:13]4[CH:18]=[CH:17][C:16]([C:19]([CH3:25])([CH3:24])[C:20]([F:22])([F:23])[F:21])=[CH:15][CH:14]=4)[N:9]=3)[CH:6]=[CH:7][C:2]2=[O:1])=[O:31])[CH2:39][CH2:38][CH2:37]1, predict the reactants needed to synthesize it. (4) Given the product [Br:1][C:2]1[C:7]([O:8][CH3:9])=[CH:6][C:5]([CH2:10][O:11][CH:15]2[CH2:16][CH2:17][CH2:18][CH2:19][O:14]2)=[CH:4][C:3]=1[O:12][CH3:13], predict the reactants needed to synthesize it. The reactants are: [Br:1][C:2]1[C:7]([O:8][CH3:9])=[CH:6][C:5]([CH2:10][OH:11])=[CH:4][C:3]=1[O:12][CH3:13].[O:14]1[CH:19]=[CH:18][CH2:17][CH2:16][CH2:15]1.O.C1(C)C=CC(S(O)(=O)=O)=CC=1.COC(C)(C)C. (5) The reactants are: [O:1]([C:8]1[CH:27]=[CH:26][C:11]([O:12][C:13]2[C:14]3[N:21]([CH:22]4[CH2:25][NH:24][CH2:23]4)[CH:20]=[CH:19][C:15]=3[N:16]=[CH:17][N:18]=2)=[CH:10][CH:9]=1)[C:2]1[CH:7]=[CH:6][CH:5]=[CH:4][CH:3]=1.C(=O)(O)[O-].[Na+].[C:33](Br)#[N:34]. Given the product [O:1]([C:8]1[CH:27]=[CH:26][C:11]([O:12][C:13]2[C:14]3[N:21]([CH:22]4[CH2:23][N:24]([C:33]#[N:34])[CH2:25]4)[CH:20]=[CH:19][C:15]=3[N:16]=[CH:17][N:18]=2)=[CH:10][CH:9]=1)[C:2]1[CH:7]=[CH:6][CH:5]=[CH:4][CH:3]=1, predict the reactants needed to synthesize it. (6) Given the product [Br:10][C:9]1[C:8](=[O:11])[N:7]2[CH:12]=[C:13]([F:16])[CH:14]=[CH:15][C:6]2=[N:5][C:4]=1[CH:2]([NH:1][CH2:25][CH2:24][S:26]([CH2:29][CH3:30])(=[O:28])=[O:27])[CH3:3], predict the reactants needed to synthesize it. The reactants are: [NH2:1][CH:2]([C:4]1[N:5]=[C:6]2[CH:15]=[CH:14][C:13]([F:16])=[CH:12][N:7]2[C:8](=[O:11])[C:9]=1[Br:10])[CH3:3].C(N(CC)CC)C.[CH:24]([S:26]([CH2:29][CH3:30])(=[O:28])=[O:27])=[CH2:25]. (7) The reactants are: FC(F)(F)C(O)=O.ClCCl.O1CCCCC1[N:17]1[C:25]2[C:20](=[CH:21][C:22]([NH:26][C:27]3[CH:39]=[CH:38][C:30]([C:31]([O:33]C(C)(C)C)=[O:32])=[CH:29][CH:28]=3)=[CH:23][CH:24]=2)[CH:19]=[N:18]1.C(=O)([O-])O.[Na+]. Given the product [NH:17]1[C:25]2[C:20](=[CH:21][C:22]([NH:26][C:27]3[CH:39]=[CH:38][C:30]([C:31]([OH:33])=[O:32])=[CH:29][CH:28]=3)=[CH:23][CH:24]=2)[CH:19]=[N:18]1, predict the reactants needed to synthesize it. (8) The reactants are: [F:1][C:2]1[C:10]2[CH:9]=[C:8]([CH2:11][O:12][C:13]3[CH:21]=[CH:20][CH:19]=[C:15]([C:16]([OH:18])=O)[C:14]=3[C:22](O)=[O:23])[S:7][C:6]=2[CH:5]=[CH:4][CH:3]=1.Cl.[NH2:26][CH:27]1[CH2:33][CH2:32][C:31](=[O:34])[NH:30][C:28]1=[O:29]. Given the product [O:29]=[C:28]1[CH:27]([N:26]2[C:22](=[O:23])[C:14]3[C:15](=[CH:19][CH:20]=[CH:21][C:13]=3[O:12][CH2:11][C:8]3[S:7][C:6]4[CH:5]=[CH:4][CH:3]=[C:2]([F:1])[C:10]=4[CH:9]=3)[C:16]2=[O:18])[CH2:33][CH2:32][C:31](=[O:34])[NH:30]1, predict the reactants needed to synthesize it. (9) Given the product [Br:1][C:2]1[CH:3]=[CH:4][C:5]([CH:8]2[CH:13]([CH2:14][O:15][C:30]([C:24]3[CH:29]=[CH:28][CH:27]=[CH:26][CH:25]=3)([C:38]3[CH:39]=[CH:40][CH:41]=[CH:42][CH:43]=3)[C:32]3[CH:33]=[CH:34][CH:35]=[CH:36][CH:37]=3)[CH2:12][N:11]([C:16]([O:18][C:19]([CH3:20])([CH3:22])[CH3:21])=[O:17])[CH2:10][CH:9]2[OH:23])=[CH:6][CH:7]=1, predict the reactants needed to synthesize it. The reactants are: [Br:1][C:2]1[CH:7]=[CH:6][C:5]([CH:8]2[CH:13]([CH2:14][OH:15])[CH2:12][N:11]([C:16]([O:18][C:19]([CH3:22])([CH3:21])[CH3:20])=[O:17])[CH2:10][CH:9]2[OH:23])=[CH:4][CH:3]=1.[C:24]1([C:30]([C:38]2[CH:43]=[CH:42][CH:41]=[CH:40][CH:39]=2)([C:32]2[CH:37]=[CH:36][CH:35]=[CH:34][CH:33]=2)Cl)[CH:29]=[CH:28][CH:27]=[CH:26][CH:25]=1.C(N(CC)CC)C. (10) Given the product [NH2:1][C:2]1[C:7]2[C:8]([C:11]3[CH:12]=[CH:13][C:14]([O:17][C:18]4[CH:23]=[CH:22][CH:21]=[CH:20][CH:19]=4)=[CH:15][CH:16]=3)=[CH:9][S:10][C:6]=2[C:5](/[CH:24]=[CH:25]/[C:26]([OH:28])=[O:27])=[CH:4][N:3]=1, predict the reactants needed to synthesize it. The reactants are: [NH2:1][C:2]1[C:7]2[C:8]([C:11]3[CH:16]=[CH:15][C:14]([O:17][C:18]4[CH:23]=[CH:22][CH:21]=[CH:20][CH:19]=4)=[CH:13][CH:12]=3)=[CH:9][S:10][C:6]=2[C:5](/[CH:24]=[CH:25]/[C:26]([O:28]C(C)(C)C)=[O:27])=[CH:4][N:3]=1.